From a dataset of Experimentally validated miRNA-target interactions with 360,000+ pairs, plus equal number of negative samples. Binary Classification. Given a miRNA mature sequence and a target amino acid sequence, predict their likelihood of interaction. (1) The miRNA is hsa-miR-1273h-5p with sequence CUGGGAGGUCAAGGCUGCAGU. The protein sequence of the target gene is MTLIWRHLLRPLCLVTSAPRILEMHPFLSLGTSRTSVTKLSLHTKPRMPPCDFMPERYQSLGYNRVLEIHKEHLSPVVTAYFQKPLLLHQGHMEWLFDAEGSRYLDFFSGIVTVSVGHCHPKVNAVAQKQLGRLWHTSTVFFHPPMHEYAEKLAALLPEPLKVIFLVNSGSEANELAMLMARAHSNNIDIISFRGAYHGCSPYTLGLTNVGTYKMELPGGTGCQPTMCPDVFRGPWGGSHCRDSPVQTIRKCSCAPDCCQAKDQYIEQFKDTLSTSVAKSIAGFFAEPIQGVNGVVQYPK.... Result: 1 (interaction). (2) The miRNA is hsa-miR-1205 with sequence UCUGCAGGGUUUGCUUUGAG. The protein sequence of the target gene is MLSRPKPGESEVDLLHFQSQFLAAGAAPAVQLVKKGNRGGGDANSDRPPLQDHRDVVMLDNLPDLPPALVPSPPKRARPSPGHCLPEDEDPEERLRRHDQHITAVLTKIIERDTSSVAVNLPVPSGVAFPAVFLRSRDTQGKSATSGKRSIFAQEIAARRIAEAKGPSVGEVVPNVGPPEGAVTCETPTPRNQGCQLPGSSHSFQGPNLVTGKGLRDQEAEQEAQTIHEENIARLQAMAPEEILQEQQRLLAQLDPSLVAFLRSHSHTQEQTGETASEEQRPGGPSANVTKEEPLMSAFA.... Result: 0 (no interaction). (3) The miRNA is hsa-miR-3074-5p with sequence GUUCCUGCUGAACUGAGCCAG. The protein sequence of the target gene is MVLASSTTSIHTMLLLLLMLFHLGLQASISGRDTHRLTRTLNCSSIVKEIIGKLPEPELKTDDEGPSLRNKSFRRVNLSKFVESQGEVDPEDRYVIKSNLQKLNCCLPTSANDSALPGVFIRDLDDFRKKLRFYMVHLNDLETVLTSRPPQPASGSVSPNRGTVEC. Result: 0 (no interaction). (4) The miRNA is hsa-miR-1204 with sequence UCGUGGCCUGGUCUCCAUUAU. The protein sequence of the target gene is MWLQQRLKGLPGLLSSSWARRLLCLLGLLVLLLWFASSGARRAAGGLHLPSWARSEPGAAEPSACLEAATRAWRGLRDRGEAVPLGPGVPALVANGFLALDASNNRLWVTPGEREPAVTPDFVPFVQLRPLNVVAEAGEAVLLLREGLLRRVRCLQLGTPGSGPAAGVPGPASASGLSAGSGRDCVLLQEDFLAHRGRPHVYLQRIQLNNPTERVAALQTVGPTAGPVPKSFTSTLEKVGDHQFLLYSGRSTPLPSGLVHLVVVTSKKLVNRLQVAPKTQLDETVLWVVHISGPIHPQVL.... Result: 0 (no interaction). (5) The miRNA is hsa-miR-6131 with sequence GGCUGGUCAGAUGGGAGUG. The protein sequence of the target gene is MVQRYQSPVRVYKYPFELVMAAYEKRFPTCPQIPVFLGSEVLRESRSPDGAVHVVERSCRLRVDAPRLLRKIAGVEHVVFVQTNILNWKERTLLIEAHNETFANRVVVNEHCSYTVHPENEDWTCFEQSASLDIRSFFGFENALEKIAMKQYTANVKRGKEVIEHYLNELISQGTSHIPRWTPAPVREEDARNQAGPRDPSSLEAHGPRSTLGPALEAVSMDGDKLDADYIERCLGHLTPMQESCLIQLRHWLQETHKGKIPKDEHILRFLRAHDFHLDKAREMLRQSLSWRKQHQVDLL.... Result: 1 (interaction). (6) The miRNA is hsa-miR-6090 with sequence GGGGAGCGAGGGGCGGGGC. The protein sequence of the target gene is MSRYRFRKARSNWPMGQNDSRWEPPPVRLNELVTATEPEEIPLPKLEDQPYEGGPLNMTGFMYHPRTKKYYKMTQDPTMPQGFSKSDLDRMEKAREAKFQANRPRFTSGSFIQRPVFKPITTLMDDLTLGRCTMARVERHIHESRLLNCNPKPSFTIKTPIEHYDVSGCEFLDVSETGDRIVGTFTVNPNGVAAKHSAVYVFEVDSIGDTIQSESSRREAYQLLPIRSRSNNAGFNTLGLTVRPMLRDDGFSDEPSYLDYAVTRYNSFIVDQTLARVDADVTCMLTVTANDTITRNGNVC.... Result: 0 (no interaction). (7) The miRNA is rno-miR-7a-5p with sequence UGGAAGACUAGUGAUUUUGUUGU. The protein sequence of the target gene is MSLLNPVLLPPKVKAYLSQGERFIKWDDETTVASPVILRVDPKGYYLYWTYQSKEMEFLDITSIRDTRFGKFAKMPKSQKLRDVFNMDFPDNSFLLKTLTVVSGPDMVDLTFHNFVSYKENVGKAWAEDVLALVKHPLTANASRSTFLDKILVKLKMQLNSEGKIPVKNFFQMFPADRKRVEAALSACHLPKGKNDAINPEDFPEPVYKSFLMSLCPRPEIDEIFTSYHAKAKPYMTKEHLTKFINQKQRDSRLNSLLFPPARPDQVQGLIDKYEPSGINAQRGQLSPEGMVWFLCGPEN.... Result: 0 (no interaction).